Dataset: Catalyst prediction with 721,799 reactions and 888 catalyst types from USPTO. Task: Predict which catalyst facilitates the given reaction. (1) Reactant: [CH3:1][C:2]1[C:3]([CH:8]2[CH2:13][CH2:12][CH2:11][CH:10]([C:14]3[C:19]([CH3:20])=[CH:18][CH:17]=[CH:16][N:15]=3)[NH:9]2)=[N:4][CH:5]=[CH:6][CH:7]=1.Br[CH2:22][C:23]1[CH:28]=[CH:27][CH:26]=[C:25]([C:29]#[N:30])[CH:24]=1.CCN(C(C)C)C(C)C. Product: [CH3:1][C:2]1[CH2:7][CH2:6][CH:5]=[N:4][C:3]=1[CH:8]1[CH2:13][CH2:12][CH2:11][CH:10]([C:14]2[C:19]([CH3:20])=[CH:18][CH:17]=[CH:16][N:15]=2)[N:9]1[CH2:22][C:23]1[CH:24]=[C:25]([CH:26]=[CH:27][CH:28]=1)[C:29]#[N:30]. The catalyst class is: 3. (2) Reactant: [CH2:1]([CH:3]([CH2:14][CH3:15])[CH2:4][C:5]1([C:11](O)=[O:12])[CH2:10][CH2:9][CH2:8][CH2:7][CH2:6]1)[CH3:2].C(N(CCCC)CCCC)CCC.S(Cl)([Cl:31])=O.C(C(CC)CC1(C(OC(C2(CC(CC)CC)CCCCC2)=O)=O)CCCCC1)C. Product: [CH2:1]([CH:3]([CH2:14][CH3:15])[CH2:4][C:5]1([C:11]([Cl:31])=[O:12])[CH2:10][CH2:9][CH2:8][CH2:7][CH2:6]1)[CH3:2]. The catalyst class is: 194. (3) Reactant: [CH3:1][Mg]Cl.[F:4][C:5]1[CH:10]=[CH:9][C:8]([CH:11]2[C:20](=[O:21])[C:19]3[C:14](=[CH:15][C:16]([O:22][CH:23]4[CH2:28][CH2:27][CH2:26][CH2:25][O:24]4)=[CH:17][CH:18]=3)[O:13][CH:12]2[C:29]2[CH:34]=[CH:33][C:32]([I:35])=[CH:31][CH:30]=2)=[CH:7][CH:6]=1.[NH4+].[Cl-]. Product: [F:4][C:5]1[CH:10]=[CH:9][C:8]([CH:11]2[C:20]([CH3:1])([OH:21])[C:19]3[C:14](=[CH:15][C:16]([O:22][CH:23]4[CH2:28][CH2:27][CH2:26][CH2:25][O:24]4)=[CH:17][CH:18]=3)[O:13][CH:12]2[C:29]2[CH:30]=[CH:31][C:32]([I:35])=[CH:33][CH:34]=2)=[CH:7][CH:6]=1. The catalyst class is: 1. (4) The catalyst class is: 43. Reactant: C([N:8]([CH2:12][CH2:13][C:14]1[CH:19]=[CH:18][CH:17]=[C:16]([F:20])[CH:15]=1)[CH2:9][CH2:10][OH:11])C1C=CC=CC=1. Product: [F:20][C:16]1[CH:15]=[C:14]([CH:19]=[CH:18][CH:17]=1)[CH2:13][CH2:12][NH:8][CH2:9][CH2:10][OH:11].